From a dataset of Catalyst prediction with 721,799 reactions and 888 catalyst types from USPTO. Predict which catalyst facilitates the given reaction. (1) Reactant: [NH2:1][N:2]1[CH2:6][C@@H:5]([CH2:7][O:8][CH2:9][C:10]2[CH:15]=[CH:14][CH:13]=[CH:12][CH:11]=2)[O:4][C:3]1=[O:16].[C:17](O[C:17]([O:19][C:20]([CH3:23])([CH3:22])[CH3:21])=[O:18])([O:19][C:20]([CH3:23])([CH3:22])[CH3:21])=[O:18]. Product: [CH2:9]([O:8][CH2:7][C@H:5]1[O:4][C:3](=[O:16])[N:2]([NH:1][C:17](=[O:18])[O:19][C:20]([CH3:23])([CH3:22])[CH3:21])[CH2:6]1)[C:10]1[CH:11]=[CH:12][CH:13]=[CH:14][CH:15]=1. The catalyst class is: 1. (2) Reactant: [CH2:1]([O:3][C:4](=[O:10])[CH2:5][NH:6][CH2:7][CH:8]=[CH2:9])[CH3:2].[ClH:11].O1CCOCC1. Product: [ClH:11].[CH2:1]([O:3][C:4](=[O:10])[CH2:5][NH:6][CH2:7][CH:8]=[CH2:9])[CH3:2]. The catalyst class is: 788. (3) Reactant: [CH3:1][S:2][CH3:3].[S:4]([O:9]C)([O:7][CH3:8])(=[O:6])=[O:5]. Product: [CH3:8][O:7][S:4]([O-:9])(=[O:6])=[O:5].[CH3:1][S+:2]([CH3:8])[CH3:3]. The catalyst class is: 28. (4) Reactant: [C:1]1([CH2:17][NH:18][CH2:19][C:20]2[CH:25]=[CH:24][C:23]([F:26])=[CH:22][CH:21]=2)[CH:6]=[CH:5][CH:4]=[CH:3][C:2]=1[CH2:7][NH:8][CH2:9][C:10]1[CH:15]=[CH:14][C:13]([F:16])=[CH:12][CH:11]=1.C(N(CC)CC)C.[Cl:34][C:35]1[CH:36]=[C:37]([S:42](Cl)(=[O:44])=[O:43])[CH:38]=[C:39]([Cl:41])[CH:40]=1. Product: [Cl:41][C:39]1[CH:38]=[C:37]([S:42]([N:8]([CH2:9][C:10]2[CH:15]=[CH:14][C:13]([F:16])=[CH:12][CH:11]=2)[CH2:7][C:2]2[CH:3]=[CH:4][CH:5]=[CH:6][C:1]=2[CH2:17][NH:18][CH2:19][C:20]2[CH:25]=[CH:24][C:23]([F:26])=[CH:22][CH:21]=2)(=[O:43])=[O:44])[CH:36]=[C:35]([Cl:34])[CH:40]=1. The catalyst class is: 2. (5) Reactant: [CH3:1][O:2][CH2:3][CH2:4][N:5]1[C:9]([CH3:10])=[C:8]([CH3:11])[S:7][C:6]1=[NH:12].CCN(CC)CC.[Cl:20][C:21]1[CH:29]=[CH:28][C:27]([Cl:30])=[CH:26][C:22]=1[C:23](Cl)=[O:24]. Product: [Cl:20][C:21]1[CH:29]=[CH:28][C:27]([Cl:30])=[CH:26][C:22]=1[C:23](/[N:12]=[C:6]1\[S:7][C:8]([CH3:11])=[C:9]([CH3:10])[N:5]\1[CH2:4][CH2:3][O:2][CH3:1])=[O:24]. The catalyst class is: 1.